From a dataset of Full USPTO retrosynthesis dataset with 1.9M reactions from patents (1976-2016). Predict the reactants needed to synthesize the given product. (1) Given the product [C:17]([N:14]1[CH2:13][CH2:12][N:11]([C:8]2[CH:7]=[C:3]3[C:4]([O:6][C:21](=[O:20])[NH:1][C:2]3=[CH:10][CH:9]=2)=[O:5])[CH2:16][CH2:15]1)(=[O:19])[CH3:18], predict the reactants needed to synthesize it. The reactants are: [NH2:1][C:2]1[CH:10]=[CH:9][C:8]([N:11]2[CH2:16][CH2:15][N:14]([C:17](=[O:19])[CH3:18])[CH2:13][CH2:12]2)=[CH:7][C:3]=1[C:4]([OH:6])=[O:5].[O:20]1CCOC[CH2:21]1.O=C(Cl)OC(Cl)(Cl)Cl. (2) Given the product [CH3:9][O:8][C:6](=[O:7])[C:5]1[CH:4]=[CH:3][C:2]([O:1][CH2:13][CH2:14][OH:15])=[CH:11][CH:10]=1, predict the reactants needed to synthesize it. The reactants are: [OH:1][C:2]1[CH:11]=[CH:10][C:5]([C:6]([O:8][CH3:9])=[O:7])=[CH:4][CH:3]=1.Cl[CH2:13][CH2:14][OH:15].[I-].[K+].C(=O)([O-])[O-].[Cs+].[Cs+].ClC(O)C. (3) Given the product [C:8]([N:2]([CH3:1])[CH2:3][CH2:4][CH2:5][NH:6][CH3:7])([C:21]1[CH:26]=[CH:25][CH:24]=[CH:23][CH:22]=1)([C:15]1[CH:20]=[CH:19][CH:18]=[CH:17][CH:16]=1)[C:9]1[CH:14]=[CH:13][CH:12]=[CH:11][CH:10]=1, predict the reactants needed to synthesize it. The reactants are: [CH3:1][NH:2][CH2:3][CH2:4][CH2:5][NH:6][CH3:7].[C:8](Cl)([C:21]1[CH:26]=[CH:25][CH:24]=[CH:23][CH:22]=1)([C:15]1[CH:20]=[CH:19][CH:18]=[CH:17][CH:16]=1)[C:9]1[CH:14]=[CH:13][CH:12]=[CH:11][CH:10]=1. (4) Given the product [CH2:11]([N:4]([CH2:1][CH2:2][CH3:3])[CH:5]1[CH2:6][CH2:7][N:8]([CH2:15][C:16]#[N:17])[CH2:9][CH2:10]1)[CH2:12][CH3:13], predict the reactants needed to synthesize it. The reactants are: [CH2:1]([N:4]([CH2:11][CH2:12][CH3:13])[CH:5]1[CH2:10][CH2:9][NH:8][CH2:7][CH2:6]1)[CH2:2][CH3:3].Br[CH2:15][C:16]#[N:17]. (5) Given the product [ClH:33].[CH3:21][C:20]1[N:2]=[C:1]([C@@H:4]2[CH2:5][CH2:6][C@H:7]([NH2:10])[CH2:8][CH2:9]2)[NH:27][N:22]=1, predict the reactants needed to synthesize it. The reactants are: [C:1]([C@@H:4]1[CH2:9][CH2:8][C@H:7]([NH:10]C(=O)OC(C)(C)C)[CH2:6][CH2:5]1)(=O)[NH2:2].CO[C:20](OC)([N:22](C)C)[CH3:21].[NH2:27]N.CC(O)=O.[ClH:33]. (6) Given the product [Br:14][C:15]1[CH:16]=[CH:17][CH:18]=[C:19]2[C:28]=1[C:22]1([CH2:23][CH2:24][N:25]([C:8](=[O:9])[NH:7][CH2:6][C:5]3[CH:10]=[CH:11][CH:12]=[CH:13][C:4]=3[O:3][CH2:1][CH3:2])[CH2:26][CH2:27]1)[CH2:21][CH:20]2[CH2:29][C:30]([O:32][CH2:33][CH3:34])=[O:31], predict the reactants needed to synthesize it. The reactants are: [CH2:1]([O:3][C:4]1[CH:13]=[CH:12][CH:11]=[CH:10][C:5]=1[CH2:6][N:7]=[C:8]=[O:9])[CH3:2].[Br:14][C:15]1[CH:16]=[CH:17][CH:18]=[C:19]2[C:28]=1[C:22]1([CH2:27][CH2:26][NH:25][CH2:24][CH2:23]1)[CH2:21][CH:20]2[CH2:29][C:30]([O:32][CH2:33][CH3:34])=[O:31]. (7) The reactants are: [CH:1]1([NH:4][C:5](=[O:23])[C:6]2[CH:11]=[CH:10][C:9]([CH3:12])=[C:8]([NH:13][C:14](=[O:22])[C:15]3[CH:20]=[CH:19][C:18]([OH:21])=[CH:17][CH:16]=3)[CH:7]=2)[CH2:3][CH2:2]1.C(=O)([O-])[O-].[K+].[K+].Cl.Cl[CH2:32][C:33]1[CH:38]=[CH:37][CH:36]=[CH:35][N:34]=1.C(OCC)(=O)C. Given the product [CH:1]1([NH:4][C:5](=[O:23])[C:6]2[CH:11]=[CH:10][C:9]([CH3:12])=[C:8]([NH:13][C:14](=[O:22])[C:15]3[CH:16]=[CH:17][C:18]([O:21][CH2:32][C:33]4[CH:38]=[CH:37][CH:36]=[CH:35][N:34]=4)=[CH:19][CH:20]=3)[CH:7]=2)[CH2:2][CH2:3]1, predict the reactants needed to synthesize it. (8) Given the product [N:18]1([C:15]2[CH:16]=[CH:17][C:12]([C:10]3[CH:9]=[C:8]4[C:3]([CH:4]=[CH:5][CH:6]=[N:7]4)=[C:2]([NH:24][C:25]4[N:33]=[CH:32][CH:31]=[CH:30][C:26]=4[C:27]([NH2:29])=[O:28])[N:11]=3)=[CH:13][CH:14]=2)[CH2:23][CH2:22][O:21][CH2:20][CH2:19]1, predict the reactants needed to synthesize it. The reactants are: Cl[C:2]1[N:11]=[C:10]([C:12]2[CH:17]=[CH:16][C:15]([N:18]3[CH2:23][CH2:22][O:21][CH2:20][CH2:19]3)=[CH:14][CH:13]=2)[CH:9]=[C:8]2[C:3]=1[CH:4]=[CH:5][CH:6]=[N:7]2.[NH2:24][C:25]1[N:33]=[CH:32][CH:31]=[CH:30][C:26]=1[C:27]([NH2:29])=[O:28].C1(P(C2C=CC=CC=2)C2C=CC3C(=CC=CC=3)C=2C2C3C(=CC=CC=3)C=CC=2P(C2C=CC=CC=2)C2C=CC=CC=2)C=CC=CC=1.C(=O)([O-])[O-].[Cs+].[Cs+].